Dataset: Forward reaction prediction with 1.9M reactions from USPTO patents (1976-2016). Task: Predict the product of the given reaction. (1) Given the reactants [NH2:1][C:2]1[CH:3]=[CH:4][CH:5]=[C:6]2[C:10]=1[NH:9][N:8]=[CH:7]2.Cl[C:12]1[CH:17]=[CH:16][N:15]=[C:14]([NH:18][C:19]2[CH:24]=[C:23]([O:25][CH3:26])[C:22]([O:27][CH3:28])=[C:21]([O:29][CH3:30])[CH:20]=2)[N:13]=1.Cl, predict the reaction product. The product is: [NH:9]1[C:10]2[C:6](=[CH:5][CH:4]=[CH:3][C:2]=2[NH:1][C:16]2[CH:17]=[CH:12][N:13]=[C:14]([NH:18][C:19]3[CH:24]=[C:23]([O:25][CH3:26])[C:22]([O:27][CH3:28])=[C:21]([O:29][CH3:30])[CH:20]=3)[N:15]=2)[CH:7]=[N:8]1. (2) The product is: [C:1]([O:5][C:6](=[O:30])[NH:7][C@@H:8]([C:10]1[N:11]([C:21]2[CH:22]=[CH:23][C:24]([O:27][CH2:28][CH3:29])=[CH:25][CH:26]=2)[C:12](=[O:20])[C:13]2[CH2:19][CH2:18][CH2:17][N:16]([C:40](=[O:42])[CH3:41])[C:14]=2[N:15]=1)[CH3:9])([CH3:4])([CH3:2])[CH3:3]. Given the reactants [C:1]([O:5][C:6](=[O:30])[NH:7][CH:8]([C:10]1[N:11]([C:21]2[CH:26]=[CH:25][C:24]([O:27][CH2:28][CH3:29])=[CH:23][CH:22]=2)[C:12](=[O:20])[C:13]2[CH2:19][CH2:18][CH2:17][NH:16][C:14]=2[N:15]=1)[CH3:9])([CH3:4])([CH3:3])[CH3:2].C(N(CC)C(C)C)(C)C.[C:40](OC(=O)C)(=[O:42])[CH3:41], predict the reaction product. (3) Given the reactants Cl[C:2]1[C:7]([C:8]#[N:9])=[C:6]([C:10]2[CH:15]=[CH:14][C:13]([O:16][CH2:17][CH2:18][OH:19])=[CH:12][CH:11]=2)[C:5]([C:20]#[N:21])=[C:4]([O:22][CH2:23][CH3:24])[N:3]=1.[S-2:25].[Na+].[Na+], predict the reaction product. The product is: [CH2:23]([O:22][C:4]1[C:5]([C:20]#[N:21])=[C:6]([C:10]2[CH:15]=[CH:14][C:13]([O:16][CH2:17][CH2:18][OH:19])=[CH:12][CH:11]=2)[C:7]([C:8]#[N:9])=[C:2]([SH:25])[N:3]=1)[CH3:24].